This data is from Forward reaction prediction with 1.9M reactions from USPTO patents (1976-2016). The task is: Predict the product of the given reaction. (1) Given the reactants [CH:1]1[C:10]2[C:5](=[CH:6][CH:7]=[CH:8][CH:9]=2)[CH:4]=[C:3]([C:11]2[NH:15][C:14]3[CH:16]=[CH:17][C:18]([C:20]([OH:22])=O)=[CH:19][C:13]=3[N:12]=2)[N:2]=1.CN(C(ON1N=NC2C=CC=CC1=2)=[N+](C)C)C.F[P-](F)(F)(F)(F)F.Cl.[NH:48]1[CH:52]=[CH:51][N:50]=[C:49]1[NH:53][C:54]([C:56]1([NH2:61])[CH2:60][CH2:59][CH2:58][CH2:57]1)=[O:55], predict the reaction product. The product is: [NH:48]1[CH:52]=[CH:51][N:50]=[C:49]1[NH:53][C:54]([C:56]1([NH:61][C:20]([C:18]2[CH:17]=[CH:16][C:14]3[NH:15][C:11]([C:3]4[N:2]=[CH:1][C:10]5[C:5]([CH:4]=4)=[CH:6][CH:7]=[CH:8][CH:9]=5)=[N:12][C:13]=3[CH:19]=2)=[O:22])[CH2:60][CH2:59][CH2:58][CH2:57]1)=[O:55]. (2) Given the reactants [C:1]([O:5][C:6]([N:8]([CH2:10][C:11]1[CH:12]=[CH:13][C:14]([NH:17][C:18]2[S:19][C:20]([S:23][C:24]3[CH:29]=[CH:28][N:27]=[C:26]([C:30]([O:32]C)=[O:31])[C:25]=3[F:34])=[CH:21][N:22]=2)=[N:15][CH:16]=1)[CH3:9])=[O:7])([CH3:4])([CH3:3])[CH3:2].[OH-].[Na+].O.Cl, predict the reaction product. The product is: [C:1]([O:5][C:6]([N:8]([CH2:10][C:11]1[CH:12]=[CH:13][C:14]([NH:17][C:18]2[S:19][C:20]([S:23][C:24]3[CH:29]=[CH:28][N:27]=[C:26]([C:30]([OH:32])=[O:31])[C:25]=3[F:34])=[CH:21][N:22]=2)=[N:15][CH:16]=1)[CH3:9])=[O:7])([CH3:4])([CH3:2])[CH3:3]. (3) Given the reactants [C:1]([C:3]1[CH:15]=[C:14]2[C:6]([C:7]3[C:8](=[O:30])[C:9]4[CH:21]=[CH:20][C:19](OS(C(F)(F)F)(=O)=O)=[CH:18][C:10]=4[C:11]([CH3:17])([CH3:16])[C:12]=3[NH:13]2)=[CH:5][CH:4]=1)#[N:2].[NH:31]1[CH2:36][CH2:35][CH:34]([N:37]2[CH2:42][CH2:41][O:40][CH2:39][CH2:38]2)[CH2:33][CH2:32]1, predict the reaction product. The product is: [CH3:16][C:11]1([CH3:17])[C:12]2[NH:13][C:14]3[C:6](=[CH:5][CH:4]=[C:3]([C:1]#[N:2])[CH:15]=3)[C:7]=2[C:8](=[O:30])[C:9]2[CH:21]=[CH:20][C:19]([N:31]3[CH2:36][CH2:35][CH:34]([N:37]4[CH2:42][CH2:41][O:40][CH2:39][CH2:38]4)[CH2:33][CH2:32]3)=[CH:18][C:10]1=2. (4) The product is: [CH2:13]([N:1]([CH2:19][CH:18]=[CH2:17])[CH2:2][C:3]1[S:4][CH:5]=[CH:6][CH:7]=1)[CH:11]=[CH2:12]. Given the reactants [NH2:1][CH2:2][C:3]1[S:4][CH:5]=[CH:6][CH:7]=1.CCN(C(C)C)[CH:11]([CH3:13])[CH3:12].[CH2:17](Br)[CH:18]=[CH2:19], predict the reaction product. (5) The product is: [F:13][C:7]1[CH:6]=[C:5]([CH:14]2[CH2:19][CH:18]([C:20]([O:22][CH3:23])=[O:21])[CH2:17][CH2:16][N:15]2[C:33]([O:34][CH3:35])=[O:36])[CH:4]=[C:3]([F:2])[C:8]=1[C:9]([F:12])([F:10])[F:11]. Given the reactants Cl.[F:2][C:3]1[CH:4]=[C:5]([CH:14]2[CH2:19][CH:18]([C:20]([O:22][CH3:23])=[O:21])[CH2:17][CH2:16][NH:15]2)[CH:6]=[C:7]([F:13])[C:8]=1[C:9]([F:12])([F:11])[F:10].CCN(C(C)C)C(C)C.[C:33](Cl)(=[O:36])[O:34][CH3:35], predict the reaction product. (6) Given the reactants [CH:1]1([CH2:4][O:5][C:6]2[CH:14]=[CH:13][C:9]([C:10]([OH:12])=O)=[CH:8][C:7]=2[C:15]#[C:16][C:17]2[CH:22]=[CH:21][CH:20]=[CH:19][N:18]=2)[CH2:3][CH2:2]1.[N:23]1[CH:28]=[CH:27][CH:26]=[CH:25][C:24]=1[N:29]1[CH2:34][CH2:33][NH:32][CH2:31][CH2:30]1.C(N(CC)CC)C.C1C=CC2N(O)N=NC=2C=1.C(Cl)CCl, predict the reaction product. The product is: [CH:1]1([CH2:4][O:5][C:6]2[CH:14]=[CH:13][C:9]([C:10]([N:32]3[CH2:33][CH2:34][N:29]([C:24]4[CH:25]=[CH:26][CH:27]=[CH:28][N:23]=4)[CH2:30][CH2:31]3)=[O:12])=[CH:8][C:7]=2[C:15]#[C:16][C:17]2[CH:22]=[CH:21][CH:20]=[CH:19][N:18]=2)[CH2:2][CH2:3]1. (7) Given the reactants [Br:1][C:2]1[CH:7]=[CH:6][C:5]([NH:8][CH2:9][CH:10]([C:16]([O:18]CC)=O)[C:11]([O:13][CH2:14][CH3:15])=[O:12])=[CH:4][C:3]=1[O:21][CH2:22][CH3:23].CCCCCC, predict the reaction product. The product is: [Br:1][C:2]1[CH:7]=[C:6]2[C:5](=[CH:4][C:3]=1[O:21][CH2:22][CH3:23])[NH:8][CH:9]=[C:10]([C:11]([O:13][CH2:14][CH3:15])=[O:12])[C:16]2=[O:18].